Dataset: Forward reaction prediction with 1.9M reactions from USPTO patents (1976-2016). Task: Predict the product of the given reaction. (1) Given the reactants [NH2:1][C:2]1[CH:7]=[CH:6][C:5]([Br:8])=[CH:4][N:3]=1.[CH3:9][N:10](C(OC)OC)C, predict the reaction product. The product is: [Br:8][C:5]1[CH:6]=[CH:7][C:2]([NH:1][CH:9]=[NH:10])=[N:3][CH:4]=1. (2) Given the reactants [F:1][C:2]1[CH:7]=[CH:6][C:5]([C:8]([C:15]2[CH:20]=[CH:19][C:18]([OH:21])=[CH:17][CH:16]=2)=[CH:9][C:10]([O:12][CH2:13][CH3:14])=[O:11])=[CH:4][CH:3]=1, predict the reaction product. The product is: [CH2:13]([O:12][C:10](=[O:11])[CH2:9][CH:8]([C:5]1[CH:4]=[CH:3][C:2]([F:1])=[CH:7][CH:6]=1)[C:15]1[CH:20]=[CH:19][C:18]([OH:21])=[CH:17][CH:16]=1)[CH3:14].